This data is from Reaction yield outcomes from USPTO patents with 853,638 reactions. The task is: Predict the reaction yield, written as a fraction of the theoretical maximum amount of product (1.0 means a 100% yield; for example, 0.34 means a 34% yield). (1) The reactants are [CH:1]([C:3]1[CH:15]=[C:14]([C:16]2[S:17][CH:18]=[CH:19][CH:20]=2)[C:13]([O:21][CH3:22])=[CH:12][C:4]=1[O:5][CH2:6][C:7]([N:9]([CH3:11])[CH3:10])=[O:8])=O.[C:23]([C:26]1[CH:34]=[CH:33][C:29]([C:30]([OH:32])=[O:31])=[CH:28][CH:27]=1)(=[O:25])[CH3:24]. No catalyst specified. The product is [CH3:10][N:9]([CH3:11])[C:7]([CH2:6][O:5][C:4]1[CH:12]=[C:13]([O:21][CH3:22])[C:14]([C:16]2[S:17][CH:18]=[CH:19][CH:20]=2)=[CH:15][C:3]=1/[CH:1]=[CH:24]/[C:23]([C:26]1[CH:34]=[CH:33][C:29]([C:30]([OH:32])=[O:31])=[CH:28][CH:27]=1)=[O:25])=[O:8]. The yield is 0.750. (2) The reactants are Br[C:2]1[CH:3]=[C:4]([O:27][C:28]2[CH:33]=[CH:32][CH:31]=[CH:30][CH:29]=2)[C:5]([NH:8][C:9]2[S:10][CH:11]=[C:12]([CH:14]3[CH2:19][CH2:18][N:17]([C:20]([O:22][C:23]([CH3:26])([CH3:25])[CH3:24])=[O:21])[CH2:16][CH2:15]3)[N:13]=2)=[N:6][CH:7]=1.C(N(C(C)C)C(C)C)C.[SH:43][CH2:44][CH2:45][C:46]([O:48][CH3:49])=[O:47]. The catalyst is C1C=CC(/C=C/C(/C=C/C2C=CC=CC=2)=O)=CC=1.C1C=CC(/C=C/C(/C=C/C2C=CC=CC=2)=O)=CC=1.C1C=CC(/C=C/C(/C=C/C2C=CC=CC=2)=O)=CC=1.[Pd].[Pd].CC1(C)C2C(=C(P(C3C=CC=CC=3)C3C=CC=CC=3)C=CC=2)OC2C(P(C3C=CC=CC=3)C3C=CC=CC=3)=CC=CC1=2.O1CCOCC1. The product is [CH3:49][O:48][C:46](=[O:47])[CH2:45][CH2:44][S:43][C:2]1[CH:3]=[C:4]([O:27][C:28]2[CH:33]=[CH:32][CH:31]=[CH:30][CH:29]=2)[C:5]([NH:8][C:9]2[S:10][CH:11]=[C:12]([CH:14]3[CH2:19][CH2:18][N:17]([C:20]([O:22][C:23]([CH3:26])([CH3:25])[CH3:24])=[O:21])[CH2:16][CH2:15]3)[N:13]=2)=[N:6][CH:7]=1. The yield is 0.815. (3) The reactants are [CH3:1][C:2]1[O:6][N:5]=[C:4]([C:7]2[CH:12]=[CH:11][CH:10]=[CH:9][CH:8]=2)[C:3]=1[C:13]1[CH:18]=[CH:17][C:16]([S:19]([NH2:22])(=[O:21])=[O:20])=[CH:15][CH:14]=1.CN(C)CCN(C)C.C([Li])CCC.ClC(Cl)(Cl)C(Cl)(Cl)Cl.ClCC1ON=CC=1.[F:51][C:52]1[CH:53]=[C:54]([OH:66])[CH:55]=[C:56]([C:58]2([O:64][CH3:65])[CH2:63][CH2:62][O:61][CH2:60][CH2:59]2)[CH:57]=1. The catalyst is O1CCCC1.O1CCOCC1.[OH-].[Na+].O. The product is [F:51][C:52]1[CH:53]=[C:54]([CH:55]=[C:56]([C:58]2([O:64][CH3:65])[CH2:59][CH2:60][O:61][CH2:62][CH2:63]2)[CH:57]=1)[O:66][CH2:1][C:2]1[O:6][N:5]=[C:4]([C:7]2[CH:8]=[CH:9][CH:10]=[CH:11][CH:12]=2)[C:3]=1[C:13]1[CH:18]=[CH:17][C:16]([S:19]([NH2:22])(=[O:21])=[O:20])=[CH:15][CH:14]=1. The yield is 0.670. (4) The reactants are Cl[CH2:2][CH2:3][CH2:4][O:5][C:6]1[CH:11]=[CH:10][C:9]([C:12]([CH:14]2[CH2:16][CH2:15]2)=[O:13])=[CH:8][CH:7]=1.[OH:17][CH:18]1[CH2:22][CH2:21][NH:20][CH2:19]1.C(=O)([O-])[O-].[K+].[K+].[I-].[K+]. The catalyst is CC(=O)CC. The product is [CH:14]1([C:12]([C:9]2[CH:10]=[CH:11][C:6]([O:5][CH2:4][CH2:3][CH2:2][N:20]3[CH2:21][CH2:22][CH:18]([OH:17])[CH2:19]3)=[CH:7][CH:8]=2)=[O:13])[CH2:16][CH2:15]1. The yield is 0.680.